The task is: Predict the reactants needed to synthesize the given product.. This data is from Full USPTO retrosynthesis dataset with 1.9M reactions from patents (1976-2016). (1) Given the product [CH3:21][O:22][C:23]1[CH:24]=[C:25]([CH:26]=[CH:18][C:11]2[CH:10]=[CH:15][CH:14]=[C:13]([O:16][CH3:17])[CH:12]=2)[CH:28]=[C:29]([O:31][CH3:32])[CH:30]=1, predict the reactants needed to synthesize it. The reactants are: C(OP(C[C:10]1[CH:15]=[CH:14][C:13]([O:16][CH3:17])=[CH:12][CH:11]=1)(=O)OCC)C.[CH3:18][O-].[Na+].[CH3:21][O:22][C:23]1[CH:24]=[C:25]([CH:28]=[C:29]([O:31][CH3:32])[CH:30]=1)[CH:26]=O. (2) Given the product [CH3:23][S:24]([O:1][CH2:2][CH2:3][CH2:4][CH2:5][C:6]1[CH:11]=[CH:10][CH:9]=[C:8]([S:12]([NH2:15])(=[O:13])=[O:14])[CH:7]=1)(=[O:26])=[O:25], predict the reactants needed to synthesize it. The reactants are: [OH:1][CH2:2][CH2:3][CH2:4][CH2:5][C:6]1[CH:7]=[C:8]([S:12]([NH2:15])(=[O:14])=[O:13])[CH:9]=[CH:10][CH:11]=1.C(N(CC)CC)C.[CH3:23][S:24](Cl)(=[O:26])=[O:25]. (3) Given the product [Cl:16][C:17]1[CH:28]=[CH:27][C:26]([S:29]([N:32]2[CH2:37][CH2:36][CH2:35][CH2:34][CH2:33]2)(=[O:30])=[O:31])=[CH:25][C:18]=1[CH2:19][O:20][CH2:21][C:22]([C:3]1[C:4]2[C:5](=[N:6][CH:7]=[CH:8][CH:9]=2)[NH:1][CH:2]=1)=[O:23], predict the reactants needed to synthesize it. The reactants are: [NH:1]1[C:5]2=[N:6][CH:7]=[CH:8][CH:9]=[C:4]2[CH:3]=[CH:2]1.C([Mg]Br)(C)(C)C.[Cl:16][C:17]1[CH:28]=[CH:27][C:26]([S:29]([N:32]2[CH2:37][CH2:36][CH2:35][CH2:34][CH2:33]2)(=[O:31])=[O:30])=[CH:25][C:18]=1[CH2:19][O:20][CH2:21][C:22](Cl)=[O:23].OCl. (4) Given the product [Cl:39][C:35]1[C:34]([F:40])=[C:33]([C@@H:14]2[C@:15]([C:25]3[CH:30]=[CH:29][C:28]([Cl:31])=[CH:27][C:26]=3[F:32])([C:23]#[N:24])[C@H:16]([CH2:18][C:19]([CH3:22])([CH3:20])[CH3:21])[CH2:17][N:13]2[C:11]([NH:10][C:6]2[CH:5]=[C:4]([CH:9]=[CH:8][CH:7]=2)[C:3]([OH:41])=[O:2])=[O:12])[CH:38]=[CH:37][CH:36]=1, predict the reactants needed to synthesize it. The reactants are: C[O:2][C:3](=[O:41])[C:4]1[CH:9]=[CH:8][CH:7]=[C:6]([NH:10][C:11]([N:13]2[CH2:17][C@@H:16]([CH2:18][C:19]([CH3:22])([CH3:21])[CH3:20])[C@@:15]([C:25]3[CH:30]=[CH:29][C:28]([Cl:31])=[CH:27][C:26]=3[F:32])([C:23]#[N:24])[C@H:14]2[C:33]2[CH:38]=[CH:37][CH:36]=[C:35]([Cl:39])[C:34]=2[F:40])=[O:12])[CH:5]=1.[Li+].[OH-]. (5) Given the product [Cl:1][C:20]1[C:21]2[C:26](=[CH:25][CH:24]=[C:23]3[O:27][CH2:28][CH2:29][N:30]([C:32]([O:34][C:35]([CH3:38])([CH3:37])[CH3:36])=[O:33])[CH2:31][C:22]3=2)[N:18]([S:15]([C:9]2[CH:14]=[CH:13][CH:12]=[CH:11][CH:10]=2)(=[O:17])=[O:16])[CH:19]=1, predict the reactants needed to synthesize it. The reactants are: [Cl:1]N1C(=O)CCC1=O.[C:9]1([S:15]([N:18]2[C:26]3[C:21](=[C:22]4[CH2:31][N:30]([C:32]([O:34][C:35]([CH3:38])([CH3:37])[CH3:36])=[O:33])[CH2:29][CH2:28][O:27][C:23]4=[CH:24][CH:25]=3)[CH:20]=[CH:19]2)(=[O:17])=[O:16])[CH:14]=[CH:13][CH:12]=[CH:11][CH:10]=1.